From a dataset of Full USPTO retrosynthesis dataset with 1.9M reactions from patents (1976-2016). Predict the reactants needed to synthesize the given product. Given the product [CH3:1][C:2]1[CH:7]=[CH:6][C:5]([NH:8][CH:13]2[CH:14]([OH:15])[CH:16]([OH:17])[CH:18]([OH:19])[CH2:20][O:21]2)=[CH:4][C:3]=1[N+:9]([O-:11])=[O:10], predict the reactants needed to synthesize it. The reactants are: [CH3:1][C:2]1[CH:7]=[CH:6][C:5]([NH2:8])=[CH:4][C:3]=1[N+:9]([O-:11])=[O:10].O=[CH:13][C@@H:14]([C@@H:16]([C@@H:18]([CH2:20][OH:21])[OH:19])[OH:17])[OH:15].